From a dataset of Catalyst prediction with 721,799 reactions and 888 catalyst types from USPTO. Predict which catalyst facilitates the given reaction. (1) Reactant: [NH:1]1[CH2:6][CH2:5][O:4][CH2:3][CH2:2]1.CO.[CH2:9]1[O:11][C@H:10]1[CH2:12]Cl.C[O-].[Na+]. Product: [O:11]1[CH:10]([CH2:12][N:1]2[CH2:6][CH2:5][O:4][CH2:3][CH2:2]2)[CH2:9]1. The catalyst class is: 8. (2) Reactant: [NH2:1][CH2:2][CH2:3][N:4]1[C:12]2[C:7](=[CH:8][CH:9]=[CH:10][CH:11]=2)[C:6]2([C:16]3=[CH:17][C:18]4[O:22][CH2:21][O:20][C:19]=4[CH:23]=[C:15]3[O:14][CH2:13]2)[C:5]1=[O:24].[F:25][C:26]1[CH:31]=[CH:30][C:29]([N:32]=[C:33]=[O:34])=[CH:28][CH:27]=1. Product: [F:25][C:26]1[CH:31]=[CH:30][C:29]([NH:32][C:33]([NH:1][CH2:2][CH2:3][N:4]2[C:12]3[C:7](=[CH:8][CH:9]=[CH:10][CH:11]=3)[C:6]3([C:16]4=[CH:17][C:18]5[O:22][CH2:21][O:20][C:19]=5[CH:23]=[C:15]4[O:14][CH2:13]3)[C:5]2=[O:24])=[O:34])=[CH:28][CH:27]=1. The catalyst class is: 236. (3) Reactant: [C:1]([C:4]1[N:9]=[N:8][C:7]([NH:10][C@@H:11]2[CH2:16][CH2:15][CH2:14][CH2:13][C@@H:12]2[NH:17]C(=O)OC(C)(C)C)=[CH:6][C:5]=1[NH:25][C:26]1[CH:31]=[C:30]([CH3:32])[CH:29]=[C:28]([CH3:33])[CH:27]=1)(=[O:3])[NH2:2].FC(F)(F)C(O)=O. The catalyst class is: 4. Product: [NH2:17][C@H:12]1[CH2:13][CH2:14][CH2:15][CH2:16][C@H:11]1[NH:10][C:7]1[N:8]=[N:9][C:4]([C:1]([NH2:2])=[O:3])=[C:5]([NH:25][C:26]2[CH:31]=[C:30]([CH3:32])[CH:29]=[C:28]([CH3:33])[CH:27]=2)[CH:6]=1. (4) Reactant: [Br:1][C:2]1[CH:3]=[CH:4][C:5]([C:8](Cl)=[O:9])=[N:6][CH:7]=1.[CH3:11][C@H:12]1[CH2:17][N:16]([CH2:18][C:19]2[CH:24]=[CH:23][C:22]([NH:25][CH3:26])=[CH:21][CH:20]=2)[CH2:15][CH2:14][N:13]1[C:27]([O:29][C:30]([CH3:33])([CH3:32])[CH3:31])=[O:28].C(N(CC)CC)C. Product: [Br:1][C:2]1[CH:3]=[CH:4][C:5]([C:8]([N:25]([CH3:26])[C:22]2[CH:21]=[CH:20][C:19]([CH2:18][N:16]3[CH2:15][CH2:14][N:13]([C:27]([O:29][C:30]([CH3:32])([CH3:31])[CH3:33])=[O:28])[C@@H:12]([CH3:11])[CH2:17]3)=[CH:24][CH:23]=2)=[O:9])=[N:6][CH:7]=1. The catalyst class is: 2.